Dataset: Catalyst prediction with 721,799 reactions and 888 catalyst types from USPTO. Task: Predict which catalyst facilitates the given reaction. (1) Reactant: [CH2:1]([O:3][C:4]1[CH:12]=[C:11]([O:13][CH3:14])[CH:10]=[CH:9][C:5]=1[C:6]([OH:8])=[O:7])[CH3:2].[Cl:15][S:16](O)(=[O:18])=[O:17]. Product: [Cl:15][S:16]([C:10]1[C:11]([O:13][CH3:14])=[CH:12][C:4]([O:3][CH2:1][CH3:2])=[C:5]([CH:9]=1)[C:6]([OH:8])=[O:7])(=[O:18])=[O:17]. The catalyst class is: 4. (2) Reactant: [H-].[Na+].[OH:3][C:4]1[C:5]([CH:27]2[CH2:31][CH2:30][CH2:29][N:28]2[C:32](=[O:34])[CH3:33])=[CH:6][C:7]2[N:11]([CH2:12][O:13][CH2:14][CH2:15][Si:16]([CH3:19])([CH3:18])[CH3:17])[C:10]([C:20]3[CH:25]=[CH:24][CH:23]=[CH:22][N:21]=3)=[N:9][C:8]=2[CH:26]=1.F[C:36]1[CH:41]=[CH:40][C:39]([C:42]#[N:43])=[CH:38][CH:37]=1.C(=O)(O)[O-].[Na+]. Product: [C:32]([N:28]1[CH2:29][CH2:30][CH2:31][CH:27]1[C:5]1[C:4]([O:3][C:36]2[CH:41]=[CH:40][C:39]([C:42]#[N:43])=[CH:38][CH:37]=2)=[CH:26][C:8]2[N:9]=[C:10]([C:20]3[CH:25]=[CH:24][CH:23]=[CH:22][N:21]=3)[N:11]([CH2:12][O:13][CH2:14][CH2:15][Si:16]([CH3:19])([CH3:18])[CH3:17])[C:7]=2[CH:6]=1)(=[O:34])[CH3:33]. The catalyst class is: 60. (3) Product: [C:1]([C:3]1[CH:4]=[C:5]2[C:10](=[CH:11][C:12]=1[O:13][C:14]1[CH:15]=[CH:16][C:17]([C:20](=[O:34])[NH:21][CH2:22][CH2:23][C:24]3[CH:25]=[CH:26][C:27]([CH2:30][N:31]([CH3:33])[CH3:32])=[CH:28][CH:29]=3)=[CH:18][CH:19]=1)[O:9][CH2:8][CH2:7][CH:6]2[C:35]([OH:37])=[O:36])#[N:2]. Reactant: [C:1]([C:3]1[CH:4]=[C:5]2[C:10](=[CH:11][C:12]=1[O:13][C:14]1[CH:19]=[CH:18][C:17]([C:20](=[O:34])[NH:21][CH2:22][CH2:23][C:24]3[CH:29]=[CH:28][C:27]([CH2:30][N:31]([CH3:33])[CH3:32])=[CH:26][CH:25]=3)=[CH:16][CH:15]=1)[O:9][CH2:8][CH2:7][CH:6]2[C:35]([O:37]C)=[O:36])#[N:2].[OH-].[Na+]. The catalyst class is: 5. (4) Reactant: OS(O)(=O)=O.[CH:6]([C:9]1[CH:15]=[C:14]([Br:16])[CH:13]=[C:12]([CH:17]([CH3:19])[CH3:18])[C:10]=1N)([CH3:8])[CH3:7].N([O-])=O.[Na+].[I-:24].[K+]. Product: [I:24][C:10]1[C:9]([CH:6]([CH3:8])[CH3:7])=[CH:15][C:14]([Br:16])=[CH:13][C:12]=1[CH:17]([CH3:19])[CH3:18]. The catalyst class is: 144. (5) Reactant: [CH3:1][C:2]1[C:10]2[C:9](=[O:11])[CH:8]=[C:7]([C:12]3[CH:17]=[CH:16][C:15]([N:18]4[CH2:23][CH2:22][N:21](C(OC(C)(C)C)=O)[CH2:20][CH2:19]4)=[CH:14][CH:13]=3)[N:6](C)[C:5]=2[N:4]([C:32]2[CH:37]=[CH:36][CH:35]=[CH:34][CH:33]=2)[N:3]=1.Cl[CH2:39]Cl. Product: [CH3:39][O:11][C:9]1[CH:8]=[C:7]([C:12]2[CH:17]=[CH:16][C:15]([N:18]3[CH2:19][CH2:20][NH:21][CH2:22][CH2:23]3)=[CH:14][CH:13]=2)[N:6]=[C:5]2[N:4]([C:32]3[CH:33]=[CH:34][CH:35]=[CH:36][CH:37]=3)[N:3]=[C:2]([CH3:1])[C:10]=12. The catalyst class is: 55. (6) Reactant: CC[O-].[Na+].[CH3:5][N+:6]([O-:8])=[O:7].[Cl:9][C:10]1[CH:15]=[C:14](/[C:16](/[C:21]([F:24])([F:23])[F:22])=[CH:17]/[N+:18]([O-:20])=[O:19])[CH:13]=[C:12]([Cl:25])[CH:11]=1.Cl. Product: [Cl:9][C:10]1[CH:15]=[C:14]([C:16]([CH2:17][N+:18]([O-:20])=[O:19])([CH2:5][N+:6]([O-:8])=[O:7])[C:21]([F:24])([F:23])[F:22])[CH:13]=[C:12]([Cl:25])[CH:11]=1. The catalyst class is: 14. (7) Reactant: [F:1][C:2]1[CH:7]=[CH:6][C:5]([N:8]2[C:16]3[C:11](=[CH:12][C:13]([O:17][C@H:18]([C:22]4[CH:27]=[CH:26][CH:25]=[CH:24][CH:23]=4)[C@H:19]([CH3:21])[NH2:20])=[CH:14][CH:15]=3)[CH:10]=[N:9]2)=[CH:4][CH:3]=1.[O:28]1[CH:32]=[CH:31][CH:30]=[C:29]1[CH2:33][N:34]=[C:35]=[S:36].O. Product: [F:1][C:2]1[CH:3]=[CH:4][C:5]([N:8]2[C:16]3[C:11](=[CH:12][C:13]([O:17][C@H:18]([C:22]4[CH:23]=[CH:24][CH:25]=[CH:26][CH:27]=4)[C@@H:19]([NH:20][C:35]([NH:34][CH2:33][C:29]4[O:28][CH:32]=[CH:31][CH:30]=4)=[S:36])[CH3:21])=[CH:14][CH:15]=3)[CH:10]=[N:9]2)=[CH:6][CH:7]=1. The catalyst class is: 4. (8) Product: [C:1]([N:4]1[C:13]2[C:8](=[CH:9][C:10]([C:14]([NH:38][NH2:39])=[O:15])=[CH:11][CH:12]=2)[CH:7]([NH:17][C:18]2[CH:23]=[CH:22][C:21]([N:24]3[CH2:25][CH2:26][O:27][CH2:28][CH2:29]3)=[CH:20][CH:19]=2)[CH2:6][CH:5]1[CH3:30])(=[O:3])[CH3:2]. Reactant: [C:1]([N:4]1[C:13]2[C:8](=[CH:9][C:10]([C:14](O)=[O:15])=[CH:11][CH:12]=2)[CH:7]([NH:17][C:18]2[CH:23]=[CH:22][C:21]([N:24]3[CH2:29][CH2:28][O:27][CH2:26][CH2:25]3)=[CH:20][CH:19]=2)[CH2:6][CH:5]1[CH3:30])(=[O:3])[CH3:2].Cl.C1C=CC2N(O)[N:39]=[N:38]C=2C=1.O.NN.C(=O)([O-])O.[Na+]. The catalyst class is: 46.